Dataset: Catalyst prediction with 721,799 reactions and 888 catalyst types from USPTO. Task: Predict which catalyst facilitates the given reaction. (1) Reactant: [C:1]([O:5][C:6]([N:8]1[CH2:13][CH2:12][N:11]([C:14](=[O:41])[C@@H:15]([NH2:40])[CH2:16][CH2:17][CH2:18][NH:19]/[C:20](/[NH2:39])=[N:21]/[S:22]([C:25]2[C:26]([CH3:38])=[C:27]([CH3:37])[C:28]3[O:32][C:31]([CH3:34])([CH3:33])[CH2:30][C:29]=3[C:35]=2[CH3:36])(=[O:24])=[O:23])[CH2:10][CH2:9]1)=[O:7])([CH3:4])([CH3:3])[CH3:2].[OH-].[Na+].[CH:44]1[C:53]2[C:48](=[CH:49][CH:50]=[CH:51][CH:52]=2)[CH:47]=[CH:46][C:45]=1[S:54](Cl)(=[O:56])=[O:55]. Product: [C:1]([O:5][C:6]([N:8]1[CH2:13][CH2:12][N:11]([C:14](=[O:41])[C@@H:15]([NH:40][S:54]([C:45]2[CH:46]=[CH:47][C:48]3[C:53](=[CH:52][CH:51]=[CH:50][CH:49]=3)[CH:44]=2)(=[O:56])=[O:55])[CH2:16][CH2:17][CH2:18][NH:19]/[C:20](/[NH2:39])=[N:21]/[S:22]([C:25]2[C:26]([CH3:38])=[C:27]([CH3:37])[C:28]3[O:32][C:31]([CH3:33])([CH3:34])[CH2:30][C:29]=3[C:35]=2[CH3:36])(=[O:23])=[O:24])[CH2:10][CH2:9]1)=[O:7])([CH3:4])([CH3:2])[CH3:3]. The catalyst class is: 49. (2) Reactant: [CH3:1][O:2][CH:3]([O:22][CH3:23])[CH2:4][N:5]1[C:13]2[C:8](=[CH:9][C:10]([N:14]3[CH:19]=[CH:18][C:17]([OH:20])=[CH:16][C:15]3=[O:21])=[CH:11][CH:12]=2)[CH:7]=[N:6]1.[Li]N([Si](C)(C)C)[Si](C)(C)C.C1(N([S:41]([C:44]([F:47])([F:46])[F:45])(=[O:43])=[O:42])[S:41]([C:44]([F:47])([F:46])[F:45])(=[O:43])=[O:42])C=CC=CC=1. Product: [F:45][C:44]([F:47])([F:46])[S:41]([O:20][C:17]1[CH:18]=[CH:19][N:14]([C:10]2[CH:9]=[C:8]3[C:13](=[CH:12][CH:11]=2)[N:5]([CH2:4][CH:3]([O:2][CH3:1])[O:22][CH3:23])[N:6]=[CH:7]3)[C:15](=[O:21])[CH:16]=1)(=[O:43])=[O:42]. The catalyst class is: 76. (3) Reactant: [F:1][C:2]1[CH:7]=[C:6]([F:8])[C:5]([C:9]2[CH:10]=[N:11][CH:12]=[N:13][CH:14]=2)=[CH:4][C:3]=1[C@@:15]([NH:27][S@@:28]([C:30]([CH3:33])([CH3:32])[CH3:31])=[O:29])([CH2:17][C:18]([C:20]1[C:21]([CH3:26])=[N:22][O:23][C:24]=1[CH3:25])=[O:19])[CH3:16].[H-].C(O[Al](OC(C)(C)C)OC(C)(C)C)(C)(C)C.[Li+].O.O.O.O.O.O.O.O.O.O.S([O-])([O-])(=O)=O.[Na+].[Na+].S([O-])([O-])(=O)=O.[Na+].[Na+]. Product: [F:1][C:2]1[CH:7]=[C:6]([F:8])[C:5]([C:9]2[CH:10]=[N:11][CH:12]=[N:13][CH:14]=2)=[CH:4][C:3]=1[C@@:15]([NH:27][S@@:28]([C:30]([CH3:33])([CH3:32])[CH3:31])=[O:29])([CH2:17][C@H:18]([C:20]1[C:21]([CH3:26])=[N:22][O:23][C:24]=1[CH3:25])[OH:19])[CH3:16]. The catalyst class is: 28.